Dataset: Reaction yield outcomes from USPTO patents with 853,638 reactions. Task: Predict the reaction yield, written as a fraction of the theoretical maximum amount of product (1.0 means a 100% yield; for example, 0.34 means a 34% yield). (1) The reactants are C([O:9][CH2:10][CH2:11][N:12]1[C:20]2[C:19]([O:21][C:22]3[CH:27]=[CH:26][C:25]([NH2:28])=[C:24]([Cl:29])[CH:23]=3)=[N:18][CH:17]=[N:16][C:15]=2[CH:14]=[CH:13]1)(=O)C1C=CC=CC=1.C(N(CC)CC)C.[F:37][C:38]([F:49])([F:48])[C:39]1[CH:40]=[C:41]([N:45]=[C:46]=[O:47])[CH:42]=[CH:43][CH:44]=1. The catalyst is O1CCCC1.O. The product is [Cl:29][C:24]1[CH:23]=[C:22]([O:21][C:19]2[C:20]3[N:12]([CH2:11][CH2:10][OH:9])[CH:13]=[CH:14][C:15]=3[N:16]=[CH:17][N:18]=2)[CH:27]=[CH:26][C:25]=1[NH:28][C:46]([NH:45][C:41]1[CH:42]=[CH:43][CH:44]=[C:39]([C:38]([F:37])([F:48])[F:49])[CH:40]=1)=[O:47]. The yield is 0.260. (2) The yield is 0.540. The reactants are ClC(OC(Cl)C)=O.[C:8]([O-:11])([OH:10])=O.[Na+].[CH2:13]([O:15][C:16]([C:18]1[CH:19]2[N:43](C)[CH:23]([CH2:24][C:25]=1[C:26]1[CH:31]=[CH:30][C:29]([CH2:32][CH2:33][CH2:34][O:35][Si](C(C)(C)C)(C)C)=[CH:28][CH:27]=1)[CH2:22][N:21]([C:45]([O:47][C:48]([CH3:51])([CH3:50])[CH3:49])=[O:46])[CH2:20]2)=[O:17])[CH3:14].CCN(C(C)C)C(C)C.[CH3:61][C:62](OC(OC(O[C:62]([CH3:64])([CH3:63])[CH3:61])=O)=O)([CH3:64])[CH3:63]. The product is [CH2:13]([O:15][C:16]([C:18]1[CH:19]2[N:43]([C:8]([O:11][C:62]([CH3:64])([CH3:63])[CH3:61])=[O:10])[CH:23]([CH2:24][C:25]=1[C:26]1[CH:31]=[CH:30][C:29]([CH2:32][CH2:33][CH2:34][OH:35])=[CH:28][CH:27]=1)[CH2:22][N:21]([C:45]([O:47][C:48]([CH3:51])([CH3:49])[CH3:50])=[O:46])[CH2:20]2)=[O:17])[CH3:14]. The catalyst is ClCCCl. (3) The reactants are [O-]S([O-])(=O)=O.[Mg+2].Cl[C:8]1[CH:13]=[CH:12][N:11]=[C:10]2[CH:14]=[C:15]([C:17]([N:19]3[CH2:24][CH2:23][N:22]([CH3:25])[CH2:21][CH2:20]3)=[O:18])[S:16][C:9]=12.[F:26][C:27]1[CH:32]=[C:31]([N+:33]([O-:35])=[O:34])[CH:30]=[CH:29][C:28]=1[OH:36].C([O-])([O-])=O.[Na+].[Na+]. The catalyst is O(C1C=CC=CC=1)C1C=CC=CC=1.CO.C(Cl)Cl.CCOC(C)=O.CCCCCC.C(Cl)Cl. The product is [F:26][C:27]1[CH:32]=[C:31]([N+:33]([O-:35])=[O:34])[CH:30]=[CH:29][C:28]=1[O:36][C:8]1[CH:13]=[CH:12][N:11]=[C:10]2[CH:14]=[C:15]([C:17]([N:19]3[CH2:24][CH2:23][N:22]([CH3:25])[CH2:21][CH2:20]3)=[O:18])[S:16][C:9]=12. The yield is 0.730. (4) The reactants are [F:1][C:2]1[CH:7]=[CH:6][CH:5]=[C:4]([F:8])[C:3]=1[N:9]1[C:14]2[N:15]=[C:16]([S:29][CH3:30])[N:17]=[C:18]([C:19]3[CH:20]=[C:21]([CH:25]=[CH:26][C:27]=3[CH3:28])[C:22]([OH:24])=[O:23])[C:13]=2[CH:12]=[CH:11][C:10]1=[O:31].ClC1C=C(C(OO)=[O:40])C=CC=1.CCOC(C)=O. The catalyst is C(Cl)Cl. The product is [F:8][C:4]1[CH:5]=[CH:6][CH:7]=[C:2]([F:1])[C:3]=1[N:9]1[C:14]2[N:15]=[C:16]([S:29]([CH3:30])=[O:40])[N:17]=[C:18]([C:19]3[CH:20]=[C:21]([CH:25]=[CH:26][C:27]=3[CH3:28])[C:22]([OH:24])=[O:23])[C:13]=2[CH:12]=[CH:11][C:10]1=[O:31]. The yield is 0.640. (5) The reactants are [N+:1]([C:4]1[CH:9]=[CH:8][C:7]([C:10](=O)/[CH:11]=[CH:12]/[C:13]2[CH:18]=[CH:17][C:16]([N+:19]([O-:21])=[O:20])=[CH:15][CH:14]=2)=[CH:6][CH:5]=1)([O-:3])=[O:2].Cl.[C:24]([NH2:32])(=[NH:31])[C:25]1[CH:30]=[CH:29][CH:28]=[CH:27][CH:26]=1.[OH-].[K+]. No catalyst specified. The product is [N+:1]([C:4]1[CH:9]=[CH:8][C:7]([C:10]2[CH:11]=[C:12]([C:13]3[CH:18]=[CH:17][C:16]([N+:19]([O-:21])=[O:20])=[CH:15][CH:14]=3)[N:32]=[C:24]([C:25]3[CH:30]=[CH:29][CH:28]=[CH:27][CH:26]=3)[N:31]=2)=[CH:6][CH:5]=1)([O-:3])=[O:2]. The yield is 0.820. (6) The reactants are C(=O)([O-])[O-:2].[K+].[K+].[C:7]([O:11][C:12]([NH:14][C:15]([C:35]#[N:36])([CH2:21][C:22]([O:24][CH:25]1[CH:30]([CH:31]([CH3:33])[CH3:32])[CH2:29][CH2:28][CH:27]([CH3:34])[CH2:26]1)=[O:23])[C:16]([O:18][CH2:19][CH3:20])=[O:17])=[O:13])([CH3:10])([CH3:9])[CH3:8].OO. The catalyst is O.CC(C)=O. The product is [C:7]([O:11][C:12]([NH:14][C:15]([C:35](=[O:2])[NH2:36])([CH2:21][C:22]([O:24][CH:25]1[CH:30]([CH:31]([CH3:32])[CH3:33])[CH2:29][CH2:28][CH:27]([CH3:34])[CH2:26]1)=[O:23])[C:16]([O:18][CH2:19][CH3:20])=[O:17])=[O:13])([CH3:8])([CH3:10])[CH3:9]. The yield is 0.733.